From a dataset of Reaction yield outcomes from USPTO patents with 853,638 reactions. Predict the reaction yield, written as a fraction of the theoretical maximum amount of product (1.0 means a 100% yield; for example, 0.34 means a 34% yield). (1) The reactants are [CH2:1]([O:8][CH2:9][C:10]1([C:20]#[C:21][CH:22]([C:24]2[CH:29]=[CH:28][C:27]([CH3:30])=[CH:26][CH:25]=2)[OH:23])[CH2:19][CH2:18][C:13]2([O:17][CH2:16][CH2:15][O:14]2)[CH2:12][CH2:11]1)[C:2]1[CH:7]=[CH:6][CH:5]=[CH:4][CH:3]=1. The catalyst is ClCCl.[O-2].[O-2].[Mn+4]. The product is [CH2:1]([O:8][CH2:9][C:10]1([C:20]#[C:21][C:22]([C:24]2[CH:29]=[CH:28][C:27]([CH3:30])=[CH:26][CH:25]=2)=[O:23])[CH2:11][CH2:12][C:13]2([O:14][CH2:15][CH2:16][O:17]2)[CH2:18][CH2:19]1)[C:2]1[CH:3]=[CH:4][CH:5]=[CH:6][CH:7]=1. The yield is 0.930. (2) The reactants are COC1C=C(OC)C=CC=1C[N:6]([C:31]1[S:35][N:34]=[CH:33][N:32]=1)[S:7]([C:10]1[CH:15]=[C:14]([F:16])[C:13]([O:17][C@H:18]2[CH2:23][CH2:22][CH2:21][CH2:20][C@@H:19]2[C:24]2[N:28]([CH3:29])[N:27]=[CH:26][CH:25]=2)=[CH:12][C:11]=1[F:30])(=[O:9])=[O:8].C([SiH](CC)CC)C.FC(F)(F)C(O)=O. The catalyst is ClCCl. The product is [F:30][C:11]1[CH:12]=[C:13]([O:17][C@H:18]2[CH2:23][CH2:22][CH2:21][CH2:20][C@@H:19]2[C:24]2[N:28]([CH3:29])[N:27]=[CH:26][CH:25]=2)[C:14]([F:16])=[CH:15][C:10]=1[S:7]([NH:6][C:31]1[S:35][N:34]=[CH:33][N:32]=1)(=[O:8])=[O:9]. The yield is 0.430. (3) The reactants are CC([O:4][C:5]([C:7]([O:10][C:11]1[CH:12]=[CH:13][C:14]([C:17]([C:19]2[CH:20]=[CH:21][C:22]([Cl:25])=[CH:23][CH:24]=2)=[O:18])=[CH:15][CH:16]=1)([CH3:9])[CH3:8])=[O:6])C.[OH-].[Na+].Cl. The catalyst is C(O)(C)C.O. The product is [CH3:9][C:7]([O:10][C:11]1[CH:12]=[CH:13][C:14]([C:17]([C:19]2[CH:24]=[CH:23][C:22]([Cl:25])=[CH:21][CH:20]=2)=[O:18])=[CH:15][CH:16]=1)([C:5]([OH:6])=[O:4])[CH3:8]. The yield is 0.966. (4) The reactants are [F:1][C:2]1[CH:3]=[C:4]2[C:8](=[CH:9][CH:10]=1)[NH:7][CH:6]=[CH:5]2.O. The catalyst is CC(C)=O. The product is [F:1][C:2]1[CH:3]=[C:4]2[C:8](=[CH:9][CH:10]=1)[NH:7][C:6]1[C:5]2=[C:5]2[C:4]3[CH:3]=[C:2]([F:1])[CH:10]=[CH:9][C:8]=3[NH:7][C:6]2=[C:5]2[C:4]3[CH:3]=[C:2]([F:1])[CH:10]=[CH:9][C:8]=3[NH:7][C:6]2=1. The yield is 0.640.